From a dataset of Full USPTO retrosynthesis dataset with 1.9M reactions from patents (1976-2016). Predict the reactants needed to synthesize the given product. (1) Given the product [F:1][C:2]1[CH:7]=[CH:6][C:5]([N:8]2[C:12]([C:13]([O:43][CH2:42][CH3:41])=[O:14])=[CH:11][N:10]=[C:9]2[S:19][CH2:20][C:21]2[C:26]([F:27])=[CH:25][CH:24]=[C:23]([F:28])[C:22]=2[F:29])=[CH:4][CH:3]=1, predict the reactants needed to synthesize it. The reactants are: [F:1][C:2]1[CH:7]=[CH:6][C:5]([N:8]2[C:12]([C:13](N(OC)C)=[O:14])=[CH:11][N:10]=[C:9]2[S:19][CH2:20][C:21]2[C:26]([F:27])=[CH:25][CH:24]=[C:23]([F:28])[C:22]=2[F:29])=[CH:4][CH:3]=1.FC1C=CC(N2[C:41]([C:42](O)=[O:43])=CN=C2SC(C2C=CC=CC=2)(C2C=CC=CC=2)C2C=CC=CC=2)=CC=1.FC1C(F)=CC=C(F)C=1CBr.C(=O)([O-])[O-].[K+].[K+]. (2) Given the product [CH2:3]([O:5][C:7]1[CH:12]=[CH:11][N+:10]([O-:13])=[C:9]([CH3:14])[C:8]=1[CH3:15])[CH3:4], predict the reactants needed to synthesize it. The reactants are: [H-].[Na+].[CH2:3]([OH:5])[CH3:4].Cl[C:7]1[CH:12]=[CH:11][N+:10]([O-:13])=[C:9]([CH3:14])[C:8]=1[CH3:15]. (3) Given the product [NH2:12][C:2]1[C:3]([C:9]#[N:10])=[N:4][C:5]([F:8])=[CH:6][N:7]=1, predict the reactants needed to synthesize it. The reactants are: F[C:2]1[C:3]([C:9]#[N:10])=[N:4][C:5]([F:8])=[CH:6][N:7]=1.O.[NH3:12]. (4) Given the product [Cl:1][C:2]1[CH:3]=[CH:4][C:5]([C:6]([NH:8][C:9]2[N:13]([CH:14]3[CH2:19][CH2:18][CH2:17][N:16]([C:20](=[O:24])[C:21]([C:22]#[N:23])=[CH:41][CH:42]([CH3:44])[CH3:43])[CH2:15]3)[C:12]3[CH:25]=[CH:26][CH:27]=[CH:28][C:11]=3[N:10]=2)=[O:7])=[CH:29][CH:30]=1, predict the reactants needed to synthesize it. The reactants are: [Cl:1][C:2]1[CH:30]=[CH:29][C:5]([C:6]([NH:8][C:9]2[N:13]([CH:14]3[CH2:19][CH2:18][CH2:17][N:16]([C:20](=[O:24])[CH2:21][C:22]#[N:23])[CH2:15]3)[C:12]3[CH:25]=[CH:26][CH:27]=[CH:28][C:11]=3[N:10]=2)=[O:7])=[CH:4][CH:3]=1.C(O)(=O)C.N1CCCCC1.[CH:41](=O)[CH:42]([CH3:44])[CH3:43].O. (5) Given the product [C:69]([CH2:68][CH2:67][CH2:66][N:9]([CH3:8])[C@H:10]([C:14]([NH:16][C@H:17]([C:21]([N:23]([C@@H:25]([C@@H:61]([CH3:64])[CH2:62][CH3:63])[C@H:26]([O:59][CH3:60])[CH2:27][C:28]([N:30]1[CH2:34][CH2:33][CH2:32][C@H:31]1[C@H:35]([O:57][CH3:58])[C@@H:36]([CH3:56])[C:37]([NH:39][C@H:40](/[CH:48]=[CH:49]/[C:50]1[CH:51]=[CH:52][CH:53]=[CH:54][CH:55]=1)[CH2:41][C:42]1[CH:43]=[CH:44][CH:45]=[CH:46][CH:47]=1)=[O:38])=[O:29])[CH3:24])=[O:22])[CH:18]([CH3:19])[CH3:20])=[O:15])[CH:11]([CH3:13])[CH3:12])([OH:71])=[O:70], predict the reactants needed to synthesize it. The reactants are: FC(F)(F)C(O)=O.[CH3:8][NH:9][C@H:10]([C:14]([NH:16][C@H:17]([C:21]([N:23]([C@@H:25]([C@@H:61]([CH3:64])[CH2:62][CH3:63])[C@H:26]([O:59][CH3:60])[CH2:27][C:28]([N:30]1[CH2:34][CH2:33][CH2:32][C@H:31]1[C@H:35]([O:57][CH3:58])[C@@H:36]([CH3:56])[C:37]([NH:39][C@H:40](/[CH:48]=[CH:49]/[C:50]1[CH:55]=[CH:54][CH:53]=[CH:52][CH:51]=1)[CH2:41][C:42]1[CH:47]=[CH:46][CH:45]=[CH:44][CH:43]=1)=[O:38])=[O:29])[CH3:24])=[O:22])[CH:18]([CH3:20])[CH3:19])=[O:15])[CH:11]([CH3:13])[CH3:12].O=[CH:66][CH2:67][CH2:68][C:69]([OH:71])=[O:70].C([BH3-])#N.[Na+].O1CCOCC1. (6) Given the product [ClH:40].[ClH:42].[NH2:7][CH2:8][CH2:9][N:10]1[C:18]2[C:17]([O:19][C:20]3[CH:25]=[CH:24][C:23]([NH:26][C:27]([NH:29][C:30]4[CH:35]=[CH:34][CH:33]=[C:32]([C:36]([F:38])([F:39])[F:37])[CH:31]=4)=[O:28])=[C:22]([Cl:40])[CH:21]=3)=[N:16][CH:15]=[N:14][C:13]=2[CH:12]=[CH:11]1, predict the reactants needed to synthesize it. The reactants are: C(OC(=O)[NH:7][CH2:8][CH2:9][N:10]1[C:18]2[C:17]([O:19][C:20]3[CH:25]=[CH:24][C:23]([NH:26][C:27]([NH:29][C:30]4[CH:35]=[CH:34][CH:33]=[C:32]([C:36]([F:39])([F:38])[F:37])[CH:31]=4)=[O:28])=[C:22]([Cl:40])[CH:21]=3)=[N:16][CH:15]=[N:14][C:13]=2[CH:12]=[CH:11]1)(C)(C)C.[ClH:42].C(OCC)(=O)C. (7) Given the product [F:15][C:10]1[C:9]([O:16][CH3:17])=[C:8]([O:18][CH3:19])[CH:7]=[C:6]([NH:5][C:2]([NH2:3])=[O:1])[C:11]=1[C:12]([NH2:14])=[O:13], predict the reactants needed to synthesize it. The reactants are: [O-:1][C:2]#[N:3].[Na+].[NH2:5][C:6]1[C:11]([C:12]([NH2:14])=[O:13])=[C:10]([F:15])[C:9]([O:16][CH3:17])=[C:8]([O:18][CH3:19])[CH:7]=1. (8) Given the product [F:22][C:21]([F:24])([F:23])[C:35]([OH:38])=[O:36].[Cl:1][C:2]1[CH:7]=[CH:6][C:5]([NH:8][C:9]2[O:13][C:12]([C:14]3[CH:15]=[CH:16][C:17]([O:20][C:42]4[CH:47]=[CH:46][N:45]=[C:44]([C:48]([NH:50][CH3:25])=[O:49])[CH:43]=4)=[CH:18][CH:19]=3)=[N:11][N:10]=2)=[CH:4][C:3]=1[C:21]([F:22])([F:23])[F:24], predict the reactants needed to synthesize it. The reactants are: [Cl:1][C:2]1[CH:7]=[CH:6][C:5]([NH:8][C:9]2[O:13][C:12]([C:14]3[CH:19]=[CH:18][C:17]([OH:20])=[CH:16][CH:15]=3)=[N:11][N:10]=2)=[CH:4][C:3]=1[C:21]([F:24])([F:23])[F:22].[CH3:25][Si]([N-][Si](C)(C)C)(C)C.[K+].[C:35]([O-:38])([O-])=[O:36].[K+].[K+].Cl[C:42]1[CH:47]=[CH:46][N:45]=[C:44]([C:48]([NH2:50])=[O:49])[CH:43]=1.